From a dataset of Forward reaction prediction with 1.9M reactions from USPTO patents (1976-2016). Predict the product of the given reaction. (1) Given the reactants [CH2:1]([N:3]1[CH2:13][CH:12]2[CH2:14][CH2:15][CH:5]([C:6]3[CH:7]=[CH:8][C:9]([NH2:16])=[CH:10][C:11]=32)[CH2:4]1)[CH3:2].Cl[C:18]1[N:23]=[C:22]([NH:24][C:25]2[CH:34]=[CH:33][CH:32]=[CH:31][C:26]=2[C:27]([NH:29][CH3:30])=[O:28])[C:21]([Cl:35])=[CH:20][N:19]=1.Cl.O1CCOCC1, predict the reaction product. The product is: [Cl:35][C:21]1[C:22]([NH:24][C:25]2[CH:34]=[CH:33][CH:32]=[CH:31][C:26]=2[C:27]([NH:29][CH3:30])=[O:28])=[N:23][C:18]([NH:16][C:9]2[CH:10]=[C:11]3[C:6](=[CH:7][CH:8]=2)[CH:5]2[CH2:15][CH2:14][CH:12]3[CH2:13][N:3]([CH2:1][CH3:2])[CH2:4]2)=[N:19][CH:20]=1. (2) Given the reactants C[O:2][C:3](=[O:43])[C:4]1[CH:9]=[CH:8][C:7]([O:10][C:11]2[CH:16]=[CH:15][C:14]([CH2:17][C@H:18]([NH:34][C:35](=[O:42])[CH2:36][CH2:37][CH2:38][C:39]([OH:41])=O)[C:19]3[N:20]([CH2:32][CH3:33])[CH:21]=[C:22]([C:24]4[CH:29]=[CH:28][C:27]([Cl:30])=[CH:26][C:25]=4[Cl:31])[N:23]=3)=[CH:13][CH:12]=2)=[CH:6][CH:5]=1.[NH2:44][C:45]1[CH:50]=[CH:49][CH:48]=[CH:47][CH:46]=1, predict the reaction product. The product is: [Cl:31][C:25]1[CH:26]=[C:27]([Cl:30])[CH:28]=[CH:29][C:24]=1[C:22]1[N:23]=[C:19]([C@@H:18]([NH:34][C:35](=[O:42])[CH2:36][CH2:37][CH2:38][C:39](=[O:41])[NH:44][C:45]2[CH:50]=[CH:49][CH:48]=[CH:47][CH:46]=2)[CH2:17][C:14]2[CH:13]=[CH:12][C:11]([O:10][C:7]3[CH:6]=[CH:5][C:4]([C:3]([OH:2])=[O:43])=[CH:9][CH:8]=3)=[CH:16][CH:15]=2)[N:20]([CH2:32][CH3:33])[CH:21]=1.